Dataset: NCI-60 drug combinations with 297,098 pairs across 59 cell lines. Task: Regression. Given two drug SMILES strings and cell line genomic features, predict the synergy score measuring deviation from expected non-interaction effect. Drug 1: CC1C(C(CC(O1)OC2CC(CC3=C2C(=C4C(=C3O)C(=O)C5=C(C4=O)C(=CC=C5)OC)O)(C(=O)C)O)N)O.Cl. Drug 2: C1CCC(CC1)NC(=O)N(CCCl)N=O. Cell line: BT-549. Synergy scores: CSS=22.9, Synergy_ZIP=-8.41, Synergy_Bliss=-1.64, Synergy_Loewe=-7.71, Synergy_HSA=-0.303.